Dataset: Catalyst prediction with 721,799 reactions and 888 catalyst types from USPTO. Task: Predict which catalyst facilitates the given reaction. Reactant: [O:1]1[C:5]2[CH:6]=[CH:7][CH:8]=[CH:9][C:4]=2[C:3]([N:10]([C:19]([O:21]CC(Cl)(Cl)Cl)=O)C(OCC(Cl)(Cl)Cl)=O)=[N:2]1.[C:27]1([C:33]2[N:34]=[C:35]([CH:38]3[CH2:43][CH2:42][NH:41][CH2:40][CH2:39]3)[S:36][CH:37]=2)[CH:32]=[CH:31][CH:30]=[CH:29][CH:28]=1.C(N(C(C)C)CC)(C)C.O. Product: [O:1]1[C:5]2[CH:6]=[CH:7][CH:8]=[CH:9][C:4]=2[C:3]([NH:10][C:19]([N:41]2[CH2:40][CH2:39][CH:38]([C:35]3[S:36][CH:37]=[C:33]([C:27]4[CH:32]=[CH:31][CH:30]=[CH:29][CH:28]=4)[N:34]=3)[CH2:43][CH2:42]2)=[O:21])=[N:2]1. The catalyst class is: 16.